From a dataset of Forward reaction prediction with 1.9M reactions from USPTO patents (1976-2016). Predict the product of the given reaction. (1) The product is: [CH3:19][S:16]([C:9]1[CH:10]=[C:11]([C:13]([OH:15])=[O:14])[S:12][C:8]=1[O:4][CH2:1][CH2:2][CH3:3])(=[O:18])=[O:17]. Given the reactants [CH2:1]([OH:4])[CH2:2][CH3:3].[H-].[Na+].Cl[C:8]1[S:12][C:11]([C:13]([OH:15])=[O:14])=[CH:10][C:9]=1[S:16]([CH3:19])(=[O:18])=[O:17], predict the reaction product. (2) Given the reactants C([O:8][C:9]1[C:18](=[O:19])[N:17]2[C:12]([C:13]([CH3:21])([CH3:20])[O:14][CH2:15][CH2:16]2)=[N:11][C:10]=1[C:22](=S)[NH2:23])C1C=CC=CC=1.CI.[F:27][C:28]1[CH:38]=[CH:37][C:31]([CH2:32][N:33]([CH:35]=O)[NH2:34])=[CH:30][CH:29]=1.C([O-])(O)=O.[Na+], predict the reaction product. The product is: [F:27][C:28]1[CH:29]=[CH:30][C:31]([CH2:32][N:33]2[CH:35]=[N:23][C:22]([C:10]3[N:11]=[C:12]4[N:17]([C:18](=[O:19])[C:9]=3[OH:8])[CH2:16][CH2:15][O:14][C:13]4([CH3:20])[CH3:21])=[N:34]2)=[CH:37][CH:38]=1. (3) Given the reactants C(OC([NH:11][C@H:12]([C:20]([OH:22])=O)[CH2:13][CH2:14][CH2:15][NH:16][C:17](=[NH:19])[NH2:18])=O)C1C=CC=CC=1.[CH:23]1([S:26]([Cl:29])(=[O:28])=[O:27])[CH2:25][CH2:24]1.[NH:30]1[CH2:34][CH2:33][CH2:32][CH2:31]1, predict the reaction product. The product is: [ClH:29].[NH:19]=[C:17]([NH:18][S:26]([CH:23]1[CH2:25][CH2:24]1)(=[O:28])=[O:27])[NH:16][CH2:15][CH2:14][CH2:13][C@@H:12]([C:20]([N:30]1[CH2:34][CH2:33][CH2:32][CH2:31]1)=[O:22])[NH2:11]. (4) Given the reactants [NH4+].[Cl-].[N+:3]([C:6]1[CH:7]=[CH:8][C:9]([C:12]2[CH:13]=[C:14]3[C:19](=[CH:20][CH:21]=2)[C:18](=[O:22])[C:17]([CH2:28][C:29]([O:31][CH2:32][CH3:33])=[O:30])([CH2:23][C:24]([F:27])([F:26])[F:25])[CH2:16][CH2:15]3)=[N:10][CH:11]=1)([O-])=O, predict the reaction product. The product is: [NH2:3][C:6]1[CH:7]=[CH:8][C:9]([C:12]2[CH:13]=[C:14]3[C:19](=[CH:20][CH:21]=2)[C:18](=[O:22])[C:17]([CH2:28][C:29]([O:31][CH2:32][CH3:33])=[O:30])([CH2:23][C:24]([F:27])([F:25])[F:26])[CH2:16][CH2:15]3)=[N:10][CH:11]=1. (5) Given the reactants [CH:1]1([CH2:6][CH:7]([C:11]2[CH:16]=[CH:15][C:14]([Cl:17])=[C:13]([Cl:18])[CH:12]=2)[C:8]([OH:10])=O)[CH2:5][CH2:4][CH2:3][CH2:2]1.C(Cl)(=O)C(Cl)=O.[F:25][C:26]1[CH:35]=[CH:34][C:29]2[N:30]=[C:31]([NH2:33])[S:32][C:28]=2[CH:27]=1.C(N(CC)C(C)C)(C)C, predict the reaction product. The product is: [CH:1]1([CH2:6][CH:7]([C:11]2[CH:16]=[CH:15][C:14]([Cl:17])=[C:13]([Cl:18])[CH:12]=2)[C:8]([NH:33][C:31]2[S:32][C:28]3[CH:27]=[C:26]([F:25])[CH:35]=[CH:34][C:29]=3[N:30]=2)=[O:10])[CH2:2][CH2:3][CH2:4][CH2:5]1. (6) The product is: [CH2:1]([C:3]1[C:11]2[N:10]=[CH:9][NH:8][C:7]=2[CH:6]=[CH:5][C:4]=1[C:37]#[N:38])[CH3:2]. Given the reactants [CH2:1]([C:3]1[C:11]2[N:10]=[CH:9][N:8](C(OC(C)(C)C)=O)[C:7]=2[CH:6]=[CH:5][C:4]=1[N+]([O-])=O)[CH3:2].C(O)(C(F)(F)F)=O.Cl.N([O-])=O.[Na+].[C-]#N.[Na+].[C:37]([Cu])#[N:38], predict the reaction product. (7) Given the reactants C(OC([N:8]1[CH2:13][CH2:12][CH:11]([C:14]([O:16][CH2:17][C:18]2[CH:23]=[CH:22][CH:21]=[CH:20][CH:19]=2)=[O:15])[CH2:10][CH2:9]1)=O)(C)(C)C.FC(F)(F)C(O)=O, predict the reaction product. The product is: [NH:8]1[CH2:9][CH2:10][CH:11]([C:14]([O:16][CH2:17][C:18]2[CH:19]=[CH:20][CH:21]=[CH:22][CH:23]=2)=[O:15])[CH2:12][CH2:13]1.